From a dataset of Peptide-MHC class I binding affinity with 185,985 pairs from IEDB/IMGT. Regression. Given a peptide amino acid sequence and an MHC pseudo amino acid sequence, predict their binding affinity value. This is MHC class I binding data. (1) The peptide sequence is YRNFSFSLK. The MHC is HLA-B15:17 with pseudo-sequence HLA-B15:17. The binding affinity (normalized) is 0.0847. (2) The MHC is HLA-B07:02 with pseudo-sequence HLA-B07:02. The peptide sequence is DPDHYKDYAF. The binding affinity (normalized) is 0. (3) The peptide sequence is MHEDIISLW. The MHC is HLA-B57:01 with pseudo-sequence HLA-B57:01. The binding affinity (normalized) is 0.196. (4) The MHC is HLA-A68:01 with pseudo-sequence HLA-A68:01. The peptide sequence is RPQKRPSCI. The binding affinity (normalized) is 0. (5) The peptide sequence is EVFEIIRSY. The MHC is HLA-B07:02 with pseudo-sequence HLA-B07:02. The binding affinity (normalized) is 0.0847. (6) The MHC is HLA-A03:01 with pseudo-sequence HLA-A03:01. The peptide sequence is TINVNSLALK. The binding affinity (normalized) is 0.736. (7) The peptide sequence is IRELVKNMPW. The MHC is Mamu-B17 with pseudo-sequence Mamu-B17. The binding affinity (normalized) is 0.418. (8) The peptide sequence is RECYAQRFYL. The MHC is HLA-B44:02 with pseudo-sequence HLA-B44:02. The binding affinity (normalized) is 0.421. (9) The peptide sequence is HSYAGDAAEH. The MHC is HLA-A03:01 with pseudo-sequence HLA-A03:01. The binding affinity (normalized) is 0.325. (10) The peptide sequence is KSIIIPFIAY. The MHC is HLA-A68:01 with pseudo-sequence HLA-A68:01. The binding affinity (normalized) is 0.0965.